From a dataset of Catalyst prediction with 721,799 reactions and 888 catalyst types from USPTO. Predict which catalyst facilitates the given reaction. (1) Reactant: [CH3:1][S:2]([C:5]1[CH:27]=[CH:26][C:8]([CH2:9][CH:10]2[CH2:15][CH:14]([C:16]3[O:20][NH:19][C:18](=[O:21])[CH:17]=3)[CH2:13][CH2:12][N:11]2[C:22]([O:24][CH3:25])=[O:23])=[CH:7][CH:6]=1)(=[O:4])=[O:3].CCCCCCC.CC(O)C.CCCCCCC.CCO. Product: [CH3:1][S:2]([C:5]1[CH:27]=[CH:26][C:8]([CH2:9][C@H:10]2[CH2:15][C@@H:14]([C:16]3[O:20][NH:19][C:18](=[O:21])[CH:17]=3)[CH2:13][CH2:12][N:11]2[C:22]([O:24][CH3:25])=[O:23])=[CH:7][CH:6]=1)(=[O:4])=[O:3]. The catalyst class is: 10. (2) The catalyst class is: 2. Product: [NH2:8][C:9]1[CH:14]=[C:13]([CH2:15][C@H:16]2[C:19](=[O:20])[N:18]([C:21](=[O:31])[NH:22][C@@H:23]([C:25]3[CH:26]=[CH:27][CH:28]=[CH:29][CH:30]=3)[CH3:24])[C@@H:17]2[C:32]([O:34][CH2:35][CH3:36])=[O:33])[CH:12]=[CH:11][N:10]=1. Reactant: C(OC([N:8](CC1C=CC(OC)=CC=1)[C:9]1[CH:14]=[C:13]([CH2:15][C@H:16]2[C:19](=[O:20])[N:18]([C:21](=[O:31])[NH:22][C@@H:23]([C:25]3[CH:30]=[CH:29][CH:28]=[CH:27][CH:26]=3)[CH3:24])[C@@H:17]2[C:32]([O:34][CH2:35][CH3:36])=[O:33])[CH:12]=[CH:11][N:10]=1)=O)(C)(C)C.FC(F)(F)C(O)=O. (3) Product: [CH3:13][CH:12]([C:5]1[C:6]2[C:11](=[CH:10][CH:9]=[CH:8][CH:7]=2)[N:3]([C:1]2[O:31][N:30]=[C:16]([CH:17]3[CH2:22][CH2:21][N:20]([C:23]([O:25][C:26]([CH3:29])([CH3:28])[CH3:27])=[O:24])[CH2:19][CH2:18]3)[CH:2]=2)[N:4]=1)[CH3:14]. Reactant: [C:1]([N:3]1[C:11]2[C:6](=[CH:7][CH:8]=[CH:9][CH:10]=2)[C:5]([CH:12]([CH3:14])[CH3:13])=[N:4]1)#[CH:2].Cl[C:16](=[N:30][OH:31])[CH:17]1[CH2:22][CH2:21][N:20]([C:23]([O:25][C:26]([CH3:29])([CH3:28])[CH3:27])=[O:24])[CH2:19][CH2:18]1.C(=O)(O)[O-].[Na+].O. The catalyst class is: 11. (4) Reactant: C([Li])CCC.Br[C:7]1[CH:12]=[C:11]([CH3:13])[N:10]=[C:9]([CH:14]([F:16])[F:15])[CH:8]=1.[Cl:17][C:18]1[CH:23]=[C:22](/[C:24](/[C:32]2[CH:37]=[CH:36][CH:35]=[C:34]([F:38])[C:33]=2[C:39]#[N:40])=[N:25]\S(C(C)(C)C)=O)[CH:21]=[CH:20][N:19]=1.Cl.C(OCC)C. Product: [Cl:17][C:18]1[CH:23]=[C:22]([C:24]2([C:7]3[CH:12]=[C:11]([CH3:13])[N:10]=[C:9]([CH:14]([F:16])[F:15])[CH:8]=3)[C:32]3[C:33](=[C:34]([F:38])[CH:35]=[CH:36][CH:37]=3)[C:39]([NH2:40])=[N:25]2)[CH:21]=[CH:20][N:19]=1. The catalyst class is: 36. (5) Reactant: [CH3:1][C:2]1[C:7]([NH2:8])=[C:6]([CH3:9])[CH:5]=[CH:4][N:3]=1.[Br:10]Br. Product: [Br:10][C:4]1[N:3]=[C:2]([CH3:1])[C:7]([NH2:8])=[C:6]([CH3:9])[CH:5]=1. The catalyst class is: 2. (6) Reactant: [CH2:1]([C:8]1[CH:13]=[CH:12][C:11](Br)=[CH:10][C:9]=1[C:15]([F:18])([F:17])[F:16])[C:2]1[CH:7]=[CH:6][CH:5]=[CH:4][CH:3]=1.[B:19]1([B:19]2[O:23][C:22]([CH3:25])([CH3:24])[C:21]([CH3:27])([CH3:26])[O:20]2)[O:23][C:22]([CH3:25])([CH3:24])[C:21]([CH3:27])([CH3:26])[O:20]1. Product: [CH2:1]([C:8]1[CH:13]=[CH:12][C:11]([B:19]2[O:23][C:22]([CH3:25])([CH3:24])[C:21]([CH3:27])([CH3:26])[O:20]2)=[CH:10][C:9]=1[C:15]([F:18])([F:17])[F:16])[C:2]1[CH:7]=[CH:6][CH:5]=[CH:4][CH:3]=1. The catalyst class is: 140.